From a dataset of Cav3 T-type calcium channel HTS with 100,875 compounds. Binary Classification. Given a drug SMILES string, predict its activity (active/inactive) in a high-throughput screening assay against a specified biological target. (1) The molecule is OC1CC(N(C(C1)(C)C)CC(O)COc1cc(ccc1)C)(C)C. The result is 0 (inactive). (2) The drug is O=C(N(CCc1ccc(OC)cc1)Cc1[nH]c2c(c(=O)n1)cccc2)C(CC)CC. The result is 0 (inactive). (3) The molecule is Clc1c(cc(n2c(nnc2SCC)c2cccnc2)cc1)C. The result is 0 (inactive).